This data is from Catalyst prediction with 721,799 reactions and 888 catalyst types from USPTO. The task is: Predict which catalyst facilitates the given reaction. (1) Reactant: C(O)(C(F)(F)F)=O.[Br:8][C:9]1[CH:14]=[CH:13][C:12]([NH:15][C:16]([C:18]2[CH:44]=[CH:43][C:21]3[N:22]([CH3:42])[C:23]([NH:25][C:26]4[CH:27]=[C:28]([CH:38]=[CH:39][C:40]=4[Cl:41])[CH2:29][NH:30]C(=O)OC(C)(C)C)=[N:24][C:20]=3[CH:19]=2)=[O:17])=[CH:11][CH:10]=1. Product: [NH2:30][CH2:29][C:28]1[CH:38]=[CH:39][C:40]([Cl:41])=[C:26]([NH:25][C:23]2[N:22]([CH3:42])[C:21]3[CH:43]=[CH:44][C:18]([C:16]([NH:15][C:12]4[CH:11]=[CH:10][C:9]([Br:8])=[CH:14][CH:13]=4)=[O:17])=[CH:19][C:20]=3[N:24]=2)[CH:27]=1. The catalyst class is: 2. (2) The catalyst class is: 78. Product: [CH3:1][O:2][CH:3]([CH2:7][C:8]1[CH:13]=[CH:12][CH:11]=[C:10]([CH2:14][CH2:15][CH2:16][CH2:17][CH2:18][O:19][C:20]2[CH:21]=[CH:22][C:23]([O:26][C:27]3[CH:28]=[CH:29][CH:30]=[CH:31][CH:32]=3)=[CH:24][CH:25]=2)[CH:9]=1)[C:4]([OH:6])=[O:5]. Reactant: [CH3:1][O:2][CH:3]([CH2:7][C:8]1[CH:13]=[CH:12][CH:11]=[C:10]([C:14]#[C:15][CH2:16][CH2:17][CH2:18][O:19][C:20]2[CH:25]=[CH:24][C:23]([O:26][C:27]3[CH:32]=[CH:31][CH:30]=[CH:29][CH:28]=3)=[CH:22][CH:21]=2)[CH:9]=1)[C:4]([OH:6])=[O:5].